From a dataset of Catalyst prediction with 721,799 reactions and 888 catalyst types from USPTO. Predict which catalyst facilitates the given reaction. (1) Reactant: [Br:1][C:2]1[CH:3]=[C:4]([N:10]2[CH2:15][CH2:14][O:13][CH2:12][CH2:11]2)[C:5]([O:8]C)=[N:6][CH:7]=1.Cl. Product: [Br:1][C:2]1[CH:3]=[C:4]([N:10]2[CH2:15][CH2:14][O:13][CH2:12][CH2:11]2)[C:5](=[O:8])[NH:6][CH:7]=1. The catalyst class is: 12. (2) Reactant: [CH2:1]([C@@:4]1([CH3:31])[CH2:9][C@H:8]([C:10]2[CH:15]=[CH:14][CH:13]=[C:12]([Cl:16])[CH:11]=2)[C@@H:7]([C:17]2[CH:22]=[CH:21][C:20]([Cl:23])=[CH:19][CH:18]=2)[N:6]([C@@H:24]([CH2:28][CH3:29])[CH:25](O)[CH3:26])[C:5]1=O)[CH:2]=[CH2:3].[OH2:32].[C:33]1([CH3:43])[CH:38]=[CH:37][C:36]([S:39]([OH:42])(=[O:41])=[O:40])=[CH:35][CH:34]=1. Product: [CH3:43][C:33]1[CH:34]=[CH:35][C:36]([S:39]([O-:42])(=[O:41])=[O:40])=[CH:37][CH:38]=1.[CH2:1]([C@@:4]1([CH3:31])[CH2:9][C@H:8]([C:10]2[CH:15]=[CH:14][CH:13]=[C:12]([Cl:16])[CH:11]=2)[C@@H:7]([C:17]2[CH:18]=[CH:19][C:20]([Cl:23])=[CH:21][CH:22]=2)[N+:6]2[C@@H:24]([CH2:25][CH3:26])[CH:28]([CH3:29])[O:32][C:5]1=2)[CH:2]=[CH2:3]. The catalyst class is: 11. (3) Reactant: [CH3:1][NH:2][CH2:3][CH2:4][OH:5].CS(C)=O.F[C:11]1[CH:18]=[CH:17][C:14]([C:15]#[N:16])=[CH:13][CH:12]=1.C(=O)([O-])[O-].[Na+].[Na+]. Product: [OH:5][CH2:4][CH2:3][N:2]([C:11]1[CH:18]=[CH:17][C:14]([C:15]#[N:16])=[CH:13][CH:12]=1)[CH3:1]. The catalyst class is: 6. (4) Reactant: CC(OI1(OC(C)=O)(OC(C)=O)OC(=O)C2C1=CC=CC=2)=O.[CH3:23][O:24][C:25]1[CH:30]=[CH:29][N:28]=[C:27]2[N:31]([CH:34]([C:38]3[CH:43]=[CH:42][CH:41]=[CH:40][CH:39]=3)[CH2:35][CH2:36][OH:37])[CH:32]=[CH:33][C:26]=12.C([O-])(O)=O.[Na+]. Product: [CH3:23][O:24][C:25]1[CH:30]=[CH:29][N:28]=[C:27]2[N:31]([CH:34]([C:38]3[CH:43]=[CH:42][CH:41]=[CH:40][CH:39]=3)[CH2:35][CH:36]=[O:37])[CH:32]=[CH:33][C:26]=12. The catalyst class is: 2. (5) Reactant: C([O:8][C:9]1[C:14]([F:15])=[CH:13][C:12]([F:16])=[CH:11][C:10]=1[CH2:17][CH:18]=[CH:19][C:20]1[CH:72]=[C:23]2[N:24]=[C:25]([CH3:71])[C:26]([C@H:60]([O:66][C:67]([CH3:70])([CH3:69])[CH3:68])[C:61]([O:63][CH2:64][CH3:65])=[O:62])=[C:27]([N:28]3[CH2:33][CH2:32][C:31]([O:35][CH2:36][CH2:37][CH2:38][CH2:39][C@H:40]([O:42][Si:43]([C:56]([CH3:59])([CH3:58])[CH3:57])([C:50]4[CH:55]=[CH:54][CH:53]=[CH:52][CH:51]=4)[C:44]4[CH:49]=[CH:48][CH:47]=[CH:46][CH:45]=4)[CH3:41])([CH3:34])[CH2:30][CH2:29]3)[N:22]2[N:21]=1)C1C=CC=CC=1.[H][H]. Product: [C:67]([O:66][C@@H:60]([C:26]1[C:25]([CH3:71])=[N:24][C:23]2[N:22]([N:21]=[C:20]([CH2:19][CH2:18][CH2:17][C:10]3[CH:11]=[C:12]([F:16])[CH:13]=[C:14]([F:15])[C:9]=3[OH:8])[CH:72]=2)[C:27]=1[N:28]1[CH2:29][CH2:30][C:31]([O:35][CH2:36][CH2:37][CH2:38][CH2:39][C@H:40]([O:42][Si:43]([C:56]([CH3:59])([CH3:57])[CH3:58])([C:44]2[CH:49]=[CH:48][CH:47]=[CH:46][CH:45]=2)[C:50]2[CH:51]=[CH:52][CH:53]=[CH:54][CH:55]=2)[CH3:41])([CH3:34])[CH2:32][CH2:33]1)[C:61]([O:63][CH2:64][CH3:65])=[O:62])([CH3:68])([CH3:69])[CH3:70]. The catalyst class is: 29. (6) Reactant: C1(COC([N:11]2[CH2:14][C:13]3([C@@H:18]([CH3:19])[NH:17][C:16](=[O:20])[O:15]3)[CH2:12]2)=O)C=CC=CC=1.[H][H]. Product: [CH3:19][C@@H:18]1[C:13]2([CH2:14][NH:11][CH2:12]2)[O:15][C:16](=[O:20])[NH:17]1. The catalyst class is: 19.